Task: Predict the reactants needed to synthesize the given product.. Dataset: Full USPTO retrosynthesis dataset with 1.9M reactions from patents (1976-2016) Given the product [CH3:17][C:8]1([C:11]([O:13][CH2:14][CH3:15])=[O:12])[CH2:9][CH2:10][C:5]2([O:4][CH2:3][CH2:2][O:1]2)[CH2:6][CH2:7]1, predict the reactants needed to synthesize it. The reactants are: [O:1]1[C:5]2([CH2:10][CH2:9][CH:8]([C:11]([O:13][CH2:14][CH3:15])=[O:12])[CH2:7][CH2:6]2)[O:4][CH2:3][CH2:2]1.[Li+].[CH3:17][Si]([N-][Si](C)(C)C)(C)C.IC.